Dataset: Reaction yield outcomes from USPTO patents with 853,638 reactions. Task: Predict the reaction yield, written as a fraction of the theoretical maximum amount of product (1.0 means a 100% yield; for example, 0.34 means a 34% yield). (1) The reactants are [CH3:1][N:2]([CH2:10][C:11]1[CH:16]=[CH:15][CH:14]=[C:13]([C:17]([N:19]2[C:28]3[C:23](=[CH:24][CH:25]=[CH:26][CH:27]=3)[CH2:22][CH2:21][CH2:20]2)=[O:18])[CH:12]=1)C(=O)OC(C)(C)C.[ClH:29].O1CCOCC1. No catalyst specified. The product is [ClH:29].[CH3:1][NH:2][CH2:10][C:11]1[CH:12]=[C:13]([CH:14]=[CH:15][CH:16]=1)[C:17]([N:19]1[C:28]2[C:23](=[CH:24][CH:25]=[CH:26][CH:27]=2)[CH2:22][CH2:21][CH2:20]1)=[O:18]. The yield is 0.990. (2) The reactants are Br[C:2]1[CH:7]=[CH:6][C:5]([CH:8]2[CH2:13][CH2:12][CH2:11][CH2:10][CH2:9]2)=[CH:4][CH:3]=1.[CH:14]([C:16]1[O:20][C:19](B(O)O)=[CH:18][CH:17]=1)=[O:15].C(=O)([O-])[O-].[Na+].[Na+]. The catalyst is C(COC)OC.C(O)C.O.C(OCC)(=O)C.C1C=CC([P]([Pd]([P](C2C=CC=CC=2)(C2C=CC=CC=2)C2C=CC=CC=2)([P](C2C=CC=CC=2)(C2C=CC=CC=2)C2C=CC=CC=2)[P](C2C=CC=CC=2)(C2C=CC=CC=2)C2C=CC=CC=2)(C2C=CC=CC=2)C2C=CC=CC=2)=CC=1. The product is [CH:8]1([C:5]2[CH:6]=[CH:7][C:2]([C:19]3[O:20][C:16]([CH:14]=[O:15])=[CH:17][CH:18]=3)=[CH:3][CH:4]=2)[CH2:13][CH2:12][CH2:11][CH2:10][CH2:9]1. The yield is 0.530.